From a dataset of Peptide-MHC class I binding affinity with 185,985 pairs from IEDB/IMGT. Regression. Given a peptide amino acid sequence and an MHC pseudo amino acid sequence, predict their binding affinity value. This is MHC class I binding data. (1) The peptide sequence is TVLGVSIL. The MHC is HLA-A02:06 with pseudo-sequence HLA-A02:06. The binding affinity (normalized) is 0.201. (2) The peptide sequence is DPNPQEVVL. The MHC is HLA-B44:02 with pseudo-sequence HLA-B44:02. The binding affinity (normalized) is 0.0117. (3) The peptide sequence is LFKNVRLLK. The MHC is HLA-A33:01 with pseudo-sequence HLA-A33:01. The binding affinity (normalized) is 0.361. (4) The peptide sequence is TTFSLHYAW. The MHC is HLA-B58:01 with pseudo-sequence HLA-B58:01. The binding affinity (normalized) is 0.957.